Dataset: Catalyst prediction with 721,799 reactions and 888 catalyst types from USPTO. Task: Predict which catalyst facilitates the given reaction. (1) Reactant: [C:1]1([S:7]([N:10]2[C:14]3[N:15]=[CH:16][N:17]=[C:18]([NH:19][CH3:20])[C:13]=3[C:12]([CH:21]([OH:44])[C:22]3[CH:23]=[CH:24][C:25]([N:29]([C:37]4[CH:38]=[N:39][C:40]([CH3:43])=[CH:41][CH:42]=4)[C:30](=[O:36])[O:31][C:32]([CH3:35])([CH3:34])[CH3:33])=[N:26][C:27]=3[F:28])=[CH:11]2)(=[O:9])=[O:8])[CH:6]=[CH:5][CH:4]=[CH:3][CH:2]=1. Product: [C:1]1([S:7]([N:10]2[C:14]3[N:15]=[CH:16][N:17]=[C:18]([NH:19][CH3:20])[C:13]=3[C:12]([C:21]([C:22]3[CH:23]=[CH:24][C:25]([N:29]([C:37]4[CH:38]=[N:39][C:40]([CH3:43])=[CH:41][CH:42]=4)[C:30](=[O:36])[O:31][C:32]([CH3:35])([CH3:34])[CH3:33])=[N:26][C:27]=3[F:28])=[O:44])=[CH:11]2)(=[O:9])=[O:8])[CH:2]=[CH:3][CH:4]=[CH:5][CH:6]=1. The catalyst class is: 2. (2) Reactant: [OH:1][C:2]1[CH:3]=[C:4]([CH:7]=[CH:8][CH:9]=1)[CH:5]=[O:6].Br[CH2:11][CH2:12][O:13][CH2:14][CH2:15][O:16][CH3:17].C(=O)([O-])[O-].[K+].[K+]. Product: [CH3:17][O:16][CH2:15][CH2:14][O:13][CH2:12][CH2:11][O:1][C:2]1[CH:3]=[C:4]([CH:7]=[CH:8][CH:9]=1)[CH:5]=[O:6]. The catalyst class is: 9. (3) Reactant: [Cl:1][C:2]1[CH:19]=[CH:18][C:5]([CH2:6][C:7]2[NH:17][C:10]3[N:11]=[C:12]([C:15]#[N:16])[N:13]=[CH:14][C:9]=3[CH:8]=2)=[CH:4][CH:3]=1.[CH:20]1([CH2:25][CH2:26]O)[CH2:24][CH2:23][CH2:22][CH2:21]1.C1C=CC(P(C2C=CC=CC=2)C2C=CC=CC=2)=CC=1.CCOC(/N=N/C(OCC)=O)=O. Product: [Cl:1][C:2]1[CH:3]=[CH:4][C:5]([CH2:6][C:7]2[N:17]([CH2:26][CH2:25][CH:20]3[CH2:24][CH2:23][CH2:22][CH2:21]3)[C:10]3[N:11]=[C:12]([C:15]#[N:16])[N:13]=[CH:14][C:9]=3[CH:8]=2)=[CH:18][CH:19]=1. The catalyst class is: 1. (4) Reactant: [CH3:1][C:2]1[C:3]([CH2:15][O:16][C:17]2[CH:22]=[CH:21][C:20]([C:23]3[C:27]([CH:28]=O)=[C:26]([O:30][CH2:31][CH3:32])[N:25]([CH3:33])[N:24]=3)=[CH:19][C:18]=2[CH3:34])=[C:4]([N:8]2[C:12](=[O:13])[N:11]([CH3:14])[N:10]=[N:9]2)[CH:5]=[CH:6][CH:7]=1.C([SiH](CC)CC)C. Product: [CH3:1][C:2]1[C:3]([CH2:15][O:16][C:17]2[CH:22]=[CH:21][C:20]([C:23]3[C:27]([CH3:28])=[C:26]([O:30][CH2:31][CH3:32])[N:25]([CH3:33])[N:24]=3)=[CH:19][C:18]=2[CH3:34])=[C:4]([N:8]2[C:12](=[O:13])[N:11]([CH3:14])[N:10]=[N:9]2)[CH:5]=[CH:6][CH:7]=1. The catalyst class is: 55. (5) Reactant: F[C:2]1[CH:9]=[CH:8][C:5]([CH:6]=[O:7])=[CH:4][CH:3]=1.[Cl:10][C:11]1[CH:16]=[CH:15][C:14]([SH:17])=[CH:13][CH:12]=1.C([O-])([O-])=O.[K+].[K+].CN(C=O)C. Product: [Cl:10][C:11]1[CH:16]=[CH:15][C:14]([S:17][C:2]2[CH:9]=[CH:8][C:5]([CH:6]=[O:7])=[CH:4][CH:3]=2)=[CH:13][CH:12]=1. The catalyst class is: 6. (6) Reactant: [S:1]1[CH:5]=[CH:4][CH:3]=[C:2]1[CH2:6][NH:7][C:8]([C:10]1[N:11]=[C:12]2[C:17]([C:18]([F:21])([F:20])[F:19])=[CH:16][C:15](Br)=[CH:14][N:13]2[C:23]=1[Cl:24])=[O:9].[CH3:25][N:26]([CH2:28][C:29]1[CH:30]=[C:31](B2OC(C)(C)C(C)(C)O2)[CH:32]=[CH:33][CH:34]=1)[CH3:27].[O-]P([O-])([O-])=O.[K+].[K+].[K+]. Product: [S:1]1[CH:5]=[CH:4][CH:3]=[C:2]1[CH2:6][NH:7][C:8]([C:10]1[N:11]=[C:12]2[C:17]([C:18]([F:21])([F:20])[F:19])=[CH:16][C:15]([C:33]3[CH:32]=[CH:31][CH:30]=[C:29]([CH2:28][N:26]([CH3:27])[CH3:25])[CH:34]=3)=[CH:14][N:13]2[C:23]=1[Cl:24])=[O:9]. The catalyst class is: 518.